Dataset: Reaction yield outcomes from USPTO patents with 853,638 reactions. Task: Predict the reaction yield, written as a fraction of the theoretical maximum amount of product (1.0 means a 100% yield; for example, 0.34 means a 34% yield). (1) The reactants are FC(F)(F)S(O[C@H:7]1[CH2:12][C@@H:11]([CH2:13][CH2:14][CH2:15][CH:16]=[CH2:17])[O:10][C@@:9]([O:33][CH3:34])([C@@H:18]2[CH2:22][S:21][C:20](=[O:23])[N:19]2[CH2:24][C:25]2[CH:30]=[CH:29][C:28]([O:31][CH3:32])=[CH:27][CH:26]=2)[CH2:8]1)(=O)=O.[N-:37]=[N+:38]=[N-:39].[Na+]. The catalyst is CN(C=O)C.C(OCC)(=O)C. The product is [N:37]([C@@H:7]1[CH2:12][C@@H:11]([CH2:13][CH2:14][CH2:15][CH:16]=[CH2:17])[O:10][C@:9]([C@@H:18]2[CH2:22][S:21][C:20](=[O:23])[N:19]2[CH2:24][C:25]2[CH:30]=[CH:29][C:28]([O:31][CH3:32])=[CH:27][CH:26]=2)([O:33][CH3:34])[CH2:8]1)=[N+:38]=[N-:39]. The yield is 0.820. (2) The reactants are C1(P(C2C=CC=CC=2)C2C=CC=CC=2)C=CC=CC=1.C(OC([CH:27]1[CH2:32][NH:31][CH2:30][CH2:29][N:28]1[CH:33](O)[CH3:34])=O)(C)(C)C.CCOC(/N=N/C(OCC)=O)=O.O1CCCCC1[N:54]1[C:62]2[C:57](=[CH:58][C:59]([C:63]3[N:67]=[CH:66][N:65](C(C4C=CC=CC=4)(C4C=CC=CC=4)C4C=CC=CC=4)[N:64]=3)=[CH:60][CH:61]=2)[C:56]([C:87]2[CH:88]=[C:89]([OH:93])[CH:90]=[CH:91][CH:92]=2)=[N:55]1.Cl. The catalyst is O1CCCC1. The product is [NH:64]1[C:63]([C:59]2[CH:58]=[C:57]3[C:62](=[CH:61][CH:60]=2)[NH:54][N:55]=[C:56]3[C:87]2[CH:92]=[CH:91][CH:90]=[C:89]([O:93][CH2:34][CH2:33][N:28]3[CH2:27][CH2:32][NH:31][CH2:30][CH2:29]3)[CH:88]=2)=[N:67][CH:66]=[N:65]1. The yield is 0.520.